From a dataset of Catalyst prediction with 721,799 reactions and 888 catalyst types from USPTO. Predict which catalyst facilitates the given reaction. (1) Reactant: [OH:1][C@@H:2]1[CH2:6][N:5]([C:7]([O:9][C:10]([CH3:13])([CH3:12])[CH3:11])=[O:8])[C@:4]([CH3:24])([C:14]([O:16]CC2C=CC=CC=2)=[O:15])[CH2:3]1. Product: [C:10]([O:9][C:7]([N:5]1[CH2:6][C@@H:2]([OH:1])[CH2:3][C@@:4]1([CH3:24])[C:14]([OH:16])=[O:15])=[O:8])([CH3:13])([CH3:11])[CH3:12]. The catalyst class is: 19. (2) Reactant: [OH-].[Na+].[F:3][C:4]1[C:9]([O:10][CH3:11])=[CH:8][CH:7]=[CH:6][C:5]=1[C:12]1[CH:16]=[C:15]([CH2:17][CH2:18][C@@:19]([CH3:29])([S:25]([CH3:28])(=[O:27])=[O:26])[C:20]([O:22]CC)=[O:21])[O:14][N:13]=1.O. Product: [F:3][C:4]1[C:9]([O:10][CH3:11])=[CH:8][CH:7]=[CH:6][C:5]=1[C:12]1[CH:16]=[C:15]([CH2:17][CH2:18][C@@:19]([CH3:29])([S:25]([CH3:28])(=[O:27])=[O:26])[C:20]([OH:22])=[O:21])[O:14][N:13]=1. The catalyst class is: 12. (3) Reactant: [NH:1]1[CH:5]=[C:4]([C:6]2[CH:10]=[C:9]([C:11]([O:13][CH2:14][CH3:15])=[O:12])[NH:8][N:7]=2)[N:3]=[CH:2]1.[C:16]1([C:22](Cl)([C:29]2[CH:34]=[CH:33][CH:32]=[CH:31][CH:30]=2)[C:23]2[CH:28]=[CH:27][CH:26]=[CH:25][CH:24]=2)[CH:21]=[CH:20][CH:19]=[CH:18][CH:17]=1.C(N(CC)CC)C. Product: [C:22]([N:1]1[CH:5]=[C:4]([C:6]2[CH:10]=[C:9]([C:11]([O:13][CH2:14][CH3:15])=[O:12])[NH:8][N:7]=2)[N:3]=[CH:2]1)([C:16]1[CH:21]=[CH:20][CH:19]=[CH:18][CH:17]=1)([C:29]1[CH:30]=[CH:31][CH:32]=[CH:33][CH:34]=1)[C:23]1[CH:24]=[CH:25][CH:26]=[CH:27][CH:28]=1. The catalyst class is: 2. (4) Reactant: Br[C:2]1[N:7]2[CH:8]=[C:9]([CH3:11])[N:10]=[C:6]2[CH:5]=[CH:4][CH:3]=1.O.O.O.C([O-])(=O)C.[Na+].[C:20]([O:24][CH2:25][CH3:26])(=[O:23])[CH:21]=[CH2:22].O. Product: [CH3:11][C:9]1[N:10]=[C:6]2[CH:5]=[CH:4][CH:3]=[C:2](/[CH:22]=[CH:21]/[C:20]([O:24][CH2:25][CH3:26])=[O:23])[N:7]2[CH:8]=1. The catalyst class is: 80. (5) Reactant: [Br:1][C:2]1[CH:7]=[CH:6][C:5]([S:8](Cl)(=[O:10])=[O:9])=[C:4]([Cl:12])[CH:3]=1. Product: [Br:1][C:2]1[CH:7]=[CH:6][C:5]([S:8]([C:2]2[CH:7]=[CH:6][CH:5]=[CH:4][CH:3]=2)(=[O:10])=[O:9])=[C:4]([Cl:12])[CH:3]=1. The catalyst class is: 48. (6) Reactant: CC(OI1(OC(C)=O)(OC(C)=O)OC(=O)C2C1=CC=CC=2)=O.[OH:23][CH2:24][CH2:25][C:26]1[CH:31]=[CH:30][C:29]([NH:32][C:33](=[O:39])[O:34][C:35]([CH3:38])([CH3:37])[CH3:36])=[CH:28][CH:27]=1.C([O-])(O)=O.[Na+].[O-]S([O-])(=S)=O.[Na+].[Na+]. Product: [O:23]=[CH:24][CH2:25][C:26]1[CH:27]=[CH:28][C:29]([NH:32][C:33](=[O:39])[O:34][C:35]([CH3:37])([CH3:36])[CH3:38])=[CH:30][CH:31]=1. The catalyst class is: 2. (7) Reactant: [CH3:1][N:2]1[C:6]([NH2:7])=[CH:5][C:4]([C:8]2[CH:13]=[CH:12][N:11]=[CH:10][CH:9]=2)=[N:3]1.[CH3:14][C:15]([O:18][C:19]([NH:21][C@H:22]([C:31](O)=[O:32])[CH2:23][C:24]1[CH:29]=[CH:28][C:27]([F:30])=[CH:26][CH:25]=1)=[O:20])([CH3:17])[CH3:16].C(Cl)CCl. Product: [F:30][C:27]1[CH:28]=[CH:29][C:24]([CH2:23][C@H:22]([NH:21][C:19](=[O:20])[O:18][C:15]([CH3:16])([CH3:14])[CH3:17])[C:31]([NH:7][C:6]2[N:2]([CH3:1])[N:3]=[C:4]([C:8]3[CH:13]=[CH:12][N:11]=[CH:10][CH:9]=3)[CH:5]=2)=[O:32])=[CH:25][CH:26]=1. The catalyst class is: 17. (8) Reactant: [CH3:1][C:2]1[N:7]=[C:6]([C:8]2[N:13]=[CH:12][C:11]3[CH:14]=[N:15][N:16]([C:17]4[N:22]=[C:21]([CH:23]5[C:28](=[O:29])[CH2:27][CH2:26][N:25]([C:30]([O:32][C:33]([CH3:36])([CH3:35])[CH3:34])=[O:31])[CH2:24]5)[CH:20]=[CH:19][CH:18]=4)[C:10]=3[CH:9]=2)[CH:5]=[N:4][CH:3]=1.[BH4-].[Na+]. Product: [OH:29][CH:28]1[CH2:27][CH2:26][N:25]([C:30]([O:32][C:33]([CH3:36])([CH3:35])[CH3:34])=[O:31])[CH2:24][CH:23]1[C:21]1[CH:20]=[CH:19][CH:18]=[C:17]([N:16]2[C:10]3[CH:9]=[C:8]([C:6]4[CH:5]=[N:4][CH:3]=[C:2]([CH3:1])[N:7]=4)[N:13]=[CH:12][C:11]=3[CH:14]=[N:15]2)[N:22]=1. The catalyst class is: 7. (9) Reactant: C[Si]([N:5]=[C:6]=[O:7])(C)C.[CH3:8][O:9][C:10]1[N:15]=[CH:14][C:13]([N:16]2[C:20]([C:21]3[CH:25]=[CH:24][NH:23][CH:22]=3)=[CH:19][C:18]([C:26]([N:28]3[CH2:32][CH2:31][CH2:30][NH:29]3)=[O:27])=[N:17]2)=[CH:12][CH:11]=1.CO. Product: [CH3:8][O:9][C:10]1[N:15]=[CH:14][C:13]([N:16]2[C:20]([C:21]3[CH:25]=[CH:24][NH:23][CH:22]=3)=[CH:19][C:18]([C:26]([N:28]3[CH2:32][CH2:31][CH2:30][N:29]3[C:6](=[O:7])[NH2:5])=[O:27])=[N:17]2)=[CH:12][CH:11]=1. The catalyst class is: 12. (10) The catalyst class is: 1. Reactant: [CH2:1]([N:8]1[CH2:13][CH2:12][N:11]([CH2:14][CH:15]2[C:19](=[O:20])[O:18][C@H:17]3[C:21]4[C@@:26]([CH3:29])([CH2:27][CH2:28][C:16]23[OH:31])[CH2:25][CH2:24][CH2:23][C:22]=4[CH3:30])[CH2:10][CH2:9]1)[C:2]1[CH:7]=[CH:6][CH:5]=[CH:4][CH:3]=1.[H-].[H-].[H-].[H-].[Li+].[Al+3]. Product: [CH2:1]([N:8]1[CH2:13][CH2:12][N:11]([CH2:14][CH:15]([C:16]2([OH:31])[CH2:28][CH2:27][C@:26]3([CH3:29])[C:21](=[C:22]([CH3:30])[CH2:23][CH2:24][CH2:25]3)[C@@H:17]2[OH:18])[CH2:19][OH:20])[CH2:10][CH2:9]1)[C:2]1[CH:7]=[CH:6][CH:5]=[CH:4][CH:3]=1.